Predict which catalyst facilitates the given reaction. From a dataset of Catalyst prediction with 721,799 reactions and 888 catalyst types from USPTO. (1) Reactant: [CH3:1][O:2][C:3]1[N:11]=[C:10]([N:12]2[CH2:17][CH2:16][N:15]([C:18](=[O:29])[C:19]3[CH:24]=[CH:23][CH:22]=[CH:21][C:20]=3[C:25]([F:28])([F:27])[F:26])[CH2:14][CH2:13]2)[CH:9]=[CH:8][C:4]=1[C:5](O)=[O:6].C(N(C(C)C)CC)(C)C.O.O[N:41]1[C:45]2[CH:46]=[CH:47][CH:48]=[CH:49]C=2N=N1.CCN=C=NCCCN(C)C.Cl.C1(CCN)CC1. Product: [CH:47]1([CH2:46][CH2:45][NH:41][C:5](=[O:6])[C:4]2[CH:8]=[CH:9][C:10]([N:12]3[CH2:13][CH2:14][N:15]([C:18](=[O:29])[C:19]4[CH:24]=[CH:23][CH:22]=[CH:21][C:20]=4[C:25]([F:28])([F:27])[F:26])[CH2:16][CH2:17]3)=[N:11][C:3]=2[O:2][CH3:1])[CH2:48][CH2:49]1. The catalyst class is: 4. (2) Reactant: C[Si]([N-][Si](C)(C)C)(C)C.[Li+].[C:11]([O:14][C:15]([CH3:18])([CH3:17])[CH3:16])(=[O:13])[CH3:12].[OH:19][C:20]1[CH:29]=[CH:28][C:27]([O:30][CH3:31])=[CH:26][C:21]=1[C:22](OC)=[O:23]. Product: [OH:19][C:20]1[CH:29]=[CH:28][C:27]([O:30][CH3:31])=[CH:26][C:21]=1[C:22](=[O:23])[CH2:12][C:11]([O:14][C:15]([CH3:18])([CH3:17])[CH3:16])=[O:13]. The catalyst class is: 7. (3) Reactant: C([O:4][CH2:5][CH2:6][CH2:7][CH2:8][O:9][C:10]1[CH:19]=[C:18]2[C:13]([C:14]([NH:20][C:21]3[CH:22]=[N:23][C:24]([NH:27][C:28](=[O:36])[C:29]4[CH:34]=[CH:33][CH:32]=[C:31]([Cl:35])[CH:30]=4)=[CH:25][CH:26]=3)=[N:15][CH:16]=[N:17]2)=[CH:12][C:11]=1[O:37][CH3:38])(=O)C.[OH-].[Na+]. Product: [Cl:35][C:31]1[CH:30]=[C:29]([CH:34]=[CH:33][CH:32]=1)[C:28]([NH:27][C:24]1[CH:25]=[CH:26][C:21]([NH:20][C:14]2[C:13]3[C:18](=[CH:19][C:10]([O:9][CH2:8][CH2:7][CH2:6][CH2:5][OH:4])=[C:11]([O:37][CH3:38])[CH:12]=3)[N:17]=[CH:16][N:15]=2)=[CH:22][N:23]=1)=[O:36]. The catalyst class is: 24. (4) Product: [ClH:23].[CH2:1]([O:3][C:4]([C@@H:6]1[CH2:15][C@@H:14]2[C@@H:9]([CH2:10][CH2:11][C@H:12]([O:16][C:17]3[CH:22]=[C:21]([Cl:23])[CH:20]=[CH:19][C:18]=3[C:24]([O:26][CH2:27][CH3:28])=[O:25])[CH2:13]2)[CH2:8][NH:7]1)=[O:5])[CH3:2]. Reactant: [CH2:1]([O:3][C:4]([C@@H:6]1[CH2:15][C@@H:14]2[C@@H:9]([CH2:10][CH2:11][C@H:12]([O:16][C:17]3[CH:22]=[C:21]([Cl:23])[CH:20]=[CH:19][C:18]=3[C:24]([O:26][CH2:27][CH3:28])=[O:25])[CH2:13]2)[CH2:8][N:7]1C(OC(C)(C)C)=O)=[O:5])[CH3:2].Cl. The catalyst class is: 13. (5) Reactant: [Br:1][C:2]1[CH:3]=[N:4][C:5](Cl)=[N:6][CH:7]=1.[N:9]12[CH2:17][CH2:16][CH:13]([CH2:14][CH2:15]1)[NH:12][CH2:11][CH2:10]2.C(N(CC)CC)C.O1CCOCC1. Product: [Br:1][C:2]1[CH:3]=[N:4][C:5]([N:12]2[CH:13]3[CH2:16][CH2:17][N:9]([CH2:15][CH2:14]3)[CH2:10][CH2:11]2)=[N:6][CH:7]=1. The catalyst class is: 6. (6) Reactant: C[O:2][C:3]([C@@H:5]1[CH2:9][C@H:8]([O:10][Si:11]([C:24]([CH3:27])([CH3:26])[CH3:25])([C:18]2[CH:23]=[CH:22][CH:21]=[CH:20][CH:19]=2)[C:12]2[CH:17]=[CH:16][CH:15]=[CH:14][CH:13]=2)[CH2:7][N:6]1[C:28]([O:30][C:31]([CH3:34])([CH3:33])[CH3:32])=[O:29])=O.[BH4-].[Na+]. Product: [Si:11]([O:10][C@@H:8]1[CH2:7][N:6]([C:28]([O:30][C:31]([CH3:34])([CH3:33])[CH3:32])=[O:29])[C@H:5]([CH2:3][OH:2])[CH2:9]1)([C:24]([CH3:26])([CH3:27])[CH3:25])([C:18]1[CH:19]=[CH:20][CH:21]=[CH:22][CH:23]=1)[C:12]1[CH:13]=[CH:14][CH:15]=[CH:16][CH:17]=1. The catalyst class is: 765. (7) Reactant: Cl.FC1C=C2C(=C(F)C=1[C:13]1[N:18]=[C:17]([C:19]([NH:21]C3C=NC=CC=3[C@@H]3C[C@H](C)C[C@H](NC(=O)OC(C)(C)C)C3)=[O:20])[CH:16]=[CH:15][C:14]=1[F:43])OCCC2(O)C. Product: [F:43][C:14]1[CH:15]=[CH:16][C:17]([C:19]([NH2:21])=[O:20])=[N:18][CH:13]=1. The catalyst class is: 12.